This data is from Full USPTO retrosynthesis dataset with 1.9M reactions from patents (1976-2016). The task is: Predict the reactants needed to synthesize the given product. Given the product [CH:1]1([O:5][C:6]2[C:11]3[CH:12]=[C:13]([B:20]([OH:25])[OH:21])[O:14][C:10]=3[CH:9]=[CH:8][N:7]=2)[CH2:2][CH2:3][CH2:4]1, predict the reactants needed to synthesize it. The reactants are: [CH:1]1([O:5][C:6]2[C:11]3[CH:12]=[CH:13][O:14][C:10]=3[CH:9]=[CH:8][N:7]=2)[CH2:4][CH2:3][CH2:2]1.C([Li])CCC.[B:20](OC(C)C)([O:25]C(C)C)[O:21]C(C)C.O.